This data is from Full USPTO retrosynthesis dataset with 1.9M reactions from patents (1976-2016). The task is: Predict the reactants needed to synthesize the given product. (1) Given the product [CH2:1]=[C:2]1[S:6][C:5](=[NH:7])[N:4]([C:11]2[CH:24]=[CH:23][C:14]3[O:15][C:16]([F:22])([F:21])[C:17]([F:19])([F:20])[O:18][C:13]=3[CH:12]=2)[CH2:3]1, predict the reactants needed to synthesize it. The reactants are: [CH2:1]=[C:2]1[S:6][C:5](=[N:7]C(=O)C)[N:4]([C:11]2[CH:24]=[CH:23][C:14]3[O:15][C:16]([F:22])([F:21])[C:17]([F:20])([F:19])[O:18][C:13]=3[CH:12]=2)[CH2:3]1.CB(O)O.B(O[O-])=O.[Na+]. (2) Given the product [I:1][C:13]1[CH:12]=[C:8]([CH:7]=[C:6]([N+:3]([O-:5])=[O:4])[CH:14]=1)[C:9]([OH:11])=[O:10], predict the reactants needed to synthesize it. The reactants are: [I:1]I.[N+:3]([C:6]1[CH:7]=[C:8]([CH:12]=[CH:13][CH:14]=1)[C:9]([OH:11])=[O:10])([O-:5])=[O:4]. (3) The reactants are: Cl[C:2]1[CH:3]=[CH:4][C:5]2[N:6]([C:8]([CH:11]([C:13]3[CH:14]=[C:15]4[C:19](=[CH:20][CH:21]=3)[N:18]([CH3:22])[N:17]=[CH:16]4)[CH3:12])=[CH:9][N:10]=2)[N:7]=1.C([Sn](CCCC)(CCCC)[C:28]([O:30][CH2:31][CH3:32])=[CH2:29])CCC. Given the product [CH2:31]([O:30][C:28]([C:2]1[CH:3]=[CH:4][C:5]2[N:6]([C:8]([CH:11]([C:13]3[CH:14]=[C:15]4[C:19](=[CH:20][CH:21]=3)[N:18]([CH3:22])[N:17]=[CH:16]4)[CH3:12])=[CH:9][N:10]=2)[N:7]=1)=[CH2:29])[CH3:32], predict the reactants needed to synthesize it. (4) Given the product [CH2:15]([O:14][C:12]([C:11]([C:9]1[N:10]=[C:5]2[CH:4]=[CH:3][C:2]([N:19]3[CH2:24][CH2:23][NH:22][CH2:21][CH2:20]3)=[N:7][N:6]2[CH:8]=1)([CH3:18])[CH3:17])=[O:13])[CH3:16], predict the reactants needed to synthesize it. The reactants are: Cl[C:2]1[CH:3]=[CH:4][C:5]2[N:6]([CH:8]=[C:9]([C:11]([CH3:18])([CH3:17])[C:12]([O:14][CH2:15][CH3:16])=[O:13])[N:10]=2)[N:7]=1.[NH:19]1[CH2:24][CH2:23][NH:22][CH2:21][CH2:20]1. (5) Given the product [Si:7]([O:4][CH2:3][C:2]([CH3:6])([NH2:1])[CH3:5])([C:10]([CH3:13])([CH3:12])[CH3:11])([CH3:9])[CH3:8], predict the reactants needed to synthesize it. The reactants are: [NH2:1][C:2]([CH3:6])([CH3:5])[CH2:3][OH:4].[Si:7](Cl)([C:10]([CH3:13])([CH3:12])[CH3:11])([CH3:9])[CH3:8].N1C=CN=C1. (6) Given the product [OH:26][C:21]1([C:19]#[C:20][C:2]2[CH:3]=[CH:4][C:5]3[O:11][CH2:10][CH2:9][N:8]4[CH:12]=[C:13]([C:15]([NH2:17])=[O:16])[N:14]=[C:7]4[C:6]=3[CH:18]=2)[CH2:25][CH2:24][CH2:23][CH2:22]1, predict the reactants needed to synthesize it. The reactants are: Br[C:2]1[CH:3]=[CH:4][C:5]2[O:11][CH2:10][CH2:9][N:8]3[CH:12]=[C:13]([C:15]([NH2:17])=[O:16])[N:14]=[C:7]3[C:6]=2[CH:18]=1.[C:19]([C:21]1([OH:26])[CH2:25][CH2:24][CH2:23][CH2:22]1)#[CH:20].